Dataset: Forward reaction prediction with 1.9M reactions from USPTO patents (1976-2016). Task: Predict the product of the given reaction. (1) Given the reactants [F:1][C:2]1[C:7]2[N:8]=[N:9][S:10][C:6]=2[CH:5]=[C:4]([C:11]([OH:13])=O)[C:3]=1[NH:14][C:15]1[CH:20]=[CH:19][C:18]([Br:21])=[CH:17][C:16]=1[Cl:22].C1C=CC2N(O)N=NC=2C=1.CCN=C=NCCCN(C)C.[CH:44]([O:46][CH2:47][CH2:48][O:49][NH2:50])=[CH2:45].[NH4+].[Cl-], predict the reaction product. The product is: [F:1][C:2]1[C:7]2[N:8]=[N:9][S:10][C:6]=2[CH:5]=[C:4]([C:11]([NH:50][O:49][CH2:48][CH2:47][O:46][CH:44]=[CH2:45])=[O:13])[C:3]=1[NH:14][C:15]1[CH:20]=[CH:19][C:18]([Br:21])=[CH:17][C:16]=1[Cl:22]. (2) Given the reactants [C:1]1(=O)[CH2:8][CH2:7][CH2:6][CH2:5][CH2:4][CH2:3][C:2]1=O.COP([CH2:17][C:18](=O)[C:19]1[CH:20]=[N:21][N:22]([C:28]2[CH:33]=[CH:32][CH:31]=[CH:30][CH:29]=2)[C:23]=1[C:24]([F:27])([F:26])[F:25])(=O)OC.O.[NH2:36][NH2:37], predict the reaction product. The product is: [C:28]1([N:22]2[C:23]([C:24]([F:27])([F:26])[F:25])=[C:19]([C:18]3[N:37]=[N:36][C:2]4[CH2:3][CH2:4][CH2:5][CH2:6][CH2:7][CH2:8][C:1]=4[CH:17]=3)[CH:20]=[N:21]2)[CH:33]=[CH:32][CH:31]=[CH:30][CH:29]=1. (3) Given the reactants [S:1]1[C:5]2[CH:6]=[CH:7][CH:8]=[CH:9][C:4]=2[NH:3][CH2:2]1.C(N(CC)CC)C.[Cl:17][C:18]1[CH:19]=[C:20]([CH:24]=[C:25]([Cl:29])[C:26]=1[O:27][CH3:28])[C:21](Cl)=[O:22], predict the reaction product. The product is: [Cl:17][C:18]1[CH:19]=[C:20]([CH:24]=[C:25]([Cl:29])[C:26]=1[O:27][CH3:28])[C:21]([N:3]1[C:4]2[CH:9]=[CH:8][CH:7]=[CH:6][C:5]=2[S:1][CH2:2]1)=[O:22]. (4) Given the reactants Br[C:2]1[CH:6]=[CH:5][S:4][C:3]=1[C:7]1[S:8][CH:9]=[CH:10][CH:11]=1.C([Li])CCC.[CH3:17][CH2:18][CH2:19][CH2:20][CH2:21][CH2:22][CH2:23][CH2:24][C:25](=[O:34])[CH2:26][CH2:27][CH2:28][CH2:29][CH2:30][CH2:31][CH2:32][CH3:33], predict the reaction product. The product is: [S:4]1[CH:5]=[CH:6][C:2]([C:25]([OH:34])([CH2:26][CH2:27][CH2:28][CH2:29][CH2:30][CH2:31][CH2:32][CH3:33])[CH2:24][CH2:23][CH2:22][CH2:21][CH2:20][CH2:19][CH2:18][CH3:17])=[C:3]1[C:7]1[S:8][CH:9]=[CH:10][CH:11]=1.